This data is from Catalyst prediction with 721,799 reactions and 888 catalyst types from USPTO. The task is: Predict which catalyst facilitates the given reaction. (1) Reactant: [CH3:1][N:2]([C:15]1[C:24]2[C:19](=[CH:20][CH:21]=[CH:22][CH:23]=2)[CH:18]=[C:17]([C:25]2[NH:29][C:28](=[O:30])[NH:27][N:26]=2)[N:16]=1)[C@H:3]1[CH2:7][CH2:6][N:5](C(OC(C)(C)C)=O)[CH2:4]1.C(O)(C(F)(F)F)=O. Product: [CH3:1][N:2]([C@H:3]1[CH2:7][CH2:6][NH:5][CH2:4]1)[C:15]1[C:24]2[C:19](=[CH:20][CH:21]=[CH:22][CH:23]=2)[CH:18]=[C:17]([C:25]2[NH:29][C:28](=[O:30])[NH:27][N:26]=2)[N:16]=1. The catalyst class is: 2. (2) Reactant: [CH3:1][Sn:2]([CH3:8])([CH3:7])[Sn:2]([CH3:8])([CH3:7])[CH3:1].Br[C:10]1[CH:11]=[C:12]2[C:16](=[CH:17][CH:18]=1)[N:15]([CH:19]1[CH2:24][CH2:23][CH2:22][CH2:21][O:20]1)[N:14]=[C:13]2[C:25]1[N:30]=[C:29]([O:31][C@H:32]2[CH2:39][N:38]([C:40]([O:42][C:43]([CH3:46])([CH3:45])[CH3:44])=[O:41])[CH2:37][CH2:36][C:33]32[CH2:35][CH2:34]3)[CH:28]=[N:27][CH:26]=1. Product: [O:20]1[CH2:21][CH2:22][CH2:23][CH2:24][CH:19]1[N:15]1[C:16]2[C:12](=[CH:11][C:10]([Sn:2]([CH3:8])([CH3:7])[CH3:1])=[CH:18][CH:17]=2)[C:13]([C:25]2[N:30]=[C:29]([O:31][C@H:32]3[CH2:39][N:38]([C:40]([O:42][C:43]([CH3:45])([CH3:44])[CH3:46])=[O:41])[CH2:37][CH2:36][C:33]43[CH2:35][CH2:34]4)[CH:28]=[N:27][CH:26]=2)=[N:14]1. The catalyst class is: 77. (3) Reactant: C([Sn](CCCC)(CCCC)[C:6]1[N:7]=[CH:8][N:9]([C:11]2[N:16]=[C:15]([C:17]([F:20])([F:19])[F:18])[CH:14]=[C:13]([C:21]3[CH:26]=[CH:25][C:24]([C:27]([F:30])([F:29])[F:28])=[CH:23][CH:22]=3)[N:12]=2)[CH:10]=1)CCC.[C:39]([NH:43][S:44]([C:47]1[S:51][C:50](Cl)=[N:49][CH:48]=1)(=[O:46])=[O:45])([CH3:42])([CH3:41])[CH3:40].[F-].[K+].O. Product: [C:39]([NH:43][S:44]([C:47]1[S:51][C:50]([C:6]2[N:7]=[CH:8][N:9]([C:11]3[N:16]=[C:15]([C:17]([F:18])([F:20])[F:19])[CH:14]=[C:13]([C:21]4[CH:26]=[CH:25][C:24]([C:27]([F:28])([F:29])[F:30])=[CH:23][CH:22]=4)[N:12]=3)[CH:10]=2)=[N:49][CH:48]=1)(=[O:45])=[O:46])([CH3:42])([CH3:40])[CH3:41]. The catalyst class is: 109. (4) Reactant: [O:1]1[CH2:6][CH2:5][CH:4]([CH2:7][OH:8])[CH2:3][CH2:2]1.[OH-].[Na+].[C:11]1([CH3:21])[CH:16]=[CH:15][C:14]([S:17](Cl)(=[O:19])=[O:18])=[CH:13][CH:12]=1.Cl.CC1CCCCC1. Product: [O:1]1[CH2:6][CH2:5][CH:4]([CH2:7][O:8][S:17]([C:14]2[CH:15]=[CH:16][C:11]([CH3:21])=[CH:12][CH:13]=2)(=[O:19])=[O:18])[CH2:3][CH2:2]1. The catalyst class is: 504. (5) Reactant: [F:1][C:2]1[CH:3]=[C:4]([C@@H:9]2[C:14]([C:15]([O:17]C)=[O:16])=[C:13]([CH2:19][O:20][CH3:21])[NH:12][C:11](=[O:22])[NH:10]2)[CH:5]=[CH:6][C:7]=1[F:8].[OH-].[Li+]. Product: [F:1][C:2]1[CH:3]=[C:4]([C@@H:9]2[C:14]([C:15]([OH:17])=[O:16])=[C:13]([CH2:19][O:20][CH3:21])[NH:12][C:11](=[O:22])[NH:10]2)[CH:5]=[CH:6][C:7]=1[F:8]. The catalyst class is: 90. (6) Reactant: [Cl:1][C:2]1[CH:7]=[CH:6][C:5]([CH2:8][CH2:9][NH:10][C:11]([NH2:13])=[S:12])=[CH:4][CH:3]=1.Br[CH2:15][C:16]([C:18]1[CH:23]=[CH:22][CH:21]=[CH:20][CH:19]=1)=O.[H-].[Na+].Cl[CH2:27][C:28]1[CH:47]=[CH:46][C:31]([CH2:32][O:33][C:34]2[CH:39]=[CH:38][C:37]([CH2:40][CH2:41][C:42]([O:44]C)=[O:43])=[CH:36][CH:35]=2)=[CH:30][CH:29]=1.P([O-])(O)(O)=O.[K+]. Product: [Cl:1][C:2]1[CH:3]=[CH:4][C:5]([CH2:8][CH2:9][N:10]([CH2:27][C:28]2[CH:47]=[CH:46][C:31]([CH2:32][O:33][C:34]3[CH:39]=[CH:38][C:37]([CH2:40][CH2:41][C:42]([OH:44])=[O:43])=[CH:36][CH:35]=3)=[CH:30][CH:29]=2)[C:11]2[S:12][CH:15]=[C:16]([C:18]3[CH:23]=[CH:22][CH:21]=[CH:20][CH:19]=3)[N:13]=2)=[CH:6][CH:7]=1. The catalyst class is: 9. (7) Reactant: [OH-].[K+].[C:3]([O:7][C:8](=[O:31])[NH:9][C:10]1[CH:15]=[CH:14][C:13]([O:16][CH2:17][CH2:18][C:19]2[N:20]=[C:21]([C:25]3[CH:30]=[CH:29][CH:28]=[CH:27][CH:26]=3)[O:22][C:23]=2[CH3:24])=[CH:12][CH:11]=1)([CH3:6])([CH3:5])[CH3:4].[CH2:32]([O:34][C:35](=[O:44])[C:36]1[CH:41]=[CH:40][CH:39]=[CH:38][C:37]=1[CH2:42]Br)[CH3:33]. Product: [CH2:32]([O:34][C:35](=[O:44])[C:36]1[CH:41]=[CH:40][CH:39]=[CH:38][C:37]=1[CH2:42][N:9]([C:8]([O:7][C:3]([CH3:6])([CH3:4])[CH3:5])=[O:31])[C:10]1[CH:11]=[CH:12][C:13]([O:16][CH2:17][CH2:18][C:19]2[N:20]=[C:21]([C:25]3[CH:30]=[CH:29][CH:28]=[CH:27][CH:26]=3)[O:22][C:23]=2[CH3:24])=[CH:14][CH:15]=1)[CH3:33]. The catalyst class is: 16. (8) Reactant: [C:1]([O:5][C:6]([N:8]([CH3:14])[CH2:9][CH2:10][C:11]([OH:13])=[O:12])=[O:7])([CH3:4])([CH3:3])[CH3:2].CO.[CH3:17]CN=C=NCCCN(C)C. Product: [C:1]([O:5][C:6]([N:8]([CH3:14])[CH2:9][CH2:10][C:11]([O:13][CH3:17])=[O:12])=[O:7])([CH3:4])([CH3:3])[CH3:2]. The catalyst class is: 64.